Dataset: Peptide-MHC class I binding affinity with 185,985 pairs from IEDB/IMGT. Task: Regression. Given a peptide amino acid sequence and an MHC pseudo amino acid sequence, predict their binding affinity value. This is MHC class I binding data. (1) The peptide sequence is FRRVAHSSL. The MHC is HLA-B15:01 with pseudo-sequence HLA-B15:01. The binding affinity (normalized) is 0.0847. (2) The peptide sequence is TVGYMYIMK. The MHC is HLA-B18:01 with pseudo-sequence HLA-B18:01. The binding affinity (normalized) is 0.0847. (3) The MHC is HLA-A26:01 with pseudo-sequence HLA-A26:01. The binding affinity (normalized) is 0.149. The peptide sequence is ALYQPDTGNY.